This data is from Kir2.1 potassium channel HTS with 301,493 compounds. The task is: Binary Classification. Given a drug SMILES string, predict its activity (active/inactive) in a high-throughput screening assay against a specified biological target. The drug is O=C1N(C(=O)NC21CCc1c2cccc1)CC(=O)Nc1ccc(N2CCOCC2)cc1. The result is 0 (inactive).